This data is from Experimentally validated miRNA-target interactions with 360,000+ pairs, plus equal number of negative samples. The task is: Binary Classification. Given a miRNA mature sequence and a target amino acid sequence, predict their likelihood of interaction. The protein sequence of the target gene is MRCALALSALLLLLSTPPLLPSSPSPSPSPSQNATQTTTDSSNKTAPTPASSVTIMATDTAQQSTVPTSKANEILASVKATTLGVSSDSPGTTTLAQQVSGPVNTTVARGGGSGNPTTTIESPKSTKSADTTTVATSTATAKPNTTSSQNGAEDTTNSGGKSSHSVTTDLTSTKAEHLTTPHPTSPLSPRQPTSTHPVATPTSSGHDHLMKISSSSSTVAIPGYTFTSPGMTTTLLETVFHHVSQAGLELLTSGDLPTLASQSAGITASSVISQRTQQTSSQMPASSTAPSSQETVQPTS.... Result: 1 (interaction). The miRNA is hsa-miR-6828-5p with sequence AGGAAGCAAGAGAACCCUGUGG.